Dataset: Forward reaction prediction with 1.9M reactions from USPTO patents (1976-2016). Task: Predict the product of the given reaction. (1) Given the reactants [NH2:1][C:2]1[C:6]2[CH:7]=[N:8][C:9]3[CH:10]=[C:11]([O:17]CC4C=CC=CC=4)[C:12]([O:15][CH3:16])=[CH:13][C:14]=3[C:5]=2[S:4](=O)[C:3]=1[C:26]([O:28][CH3:29])=[O:27], predict the reaction product. The product is: [NH2:1][C:2]1[C:6]2[CH:7]=[N:8][C:9]3[CH:10]=[C:11]([OH:17])[C:12]([O:15][CH3:16])=[CH:13][C:14]=3[C:5]=2[S:4][C:3]=1[C:26]([O:28][CH3:29])=[O:27]. (2) Given the reactants [C:1]1([C:7]2[NH:8][C:9]([C:13]3[CH:18]=[CH:17][N:16]=[C:15]([O:19][CH3:20])[CH:14]=3)=[C:10](Br)[N:11]=2)[CH:6]=[CH:5][CH:4]=[CH:3][CH:2]=1.[Cl:21][C:22]1[CH:27]=[CH:26][C:25](B(O)O)=[CH:24][C:23]=1[C:31]([O:33]C)=[O:32].C(=O)([O-])[O-].[K+].[K+].[OH-].[K+].Cl, predict the reaction product. The product is: [Cl:21][C:22]1[CH:27]=[CH:26][C:25]([C:10]2[NH:11][C:7]([C:1]3[CH:6]=[CH:5][CH:4]=[CH:3][CH:2]=3)=[N:8][C:9]=2[C:13]2[CH:18]=[CH:17][N:16]=[C:15]([O:19][CH3:20])[CH:14]=2)=[CH:24][C:23]=1[C:31]([OH:33])=[O:32]. (3) Given the reactants Br[CH2:2][CH:3]1[CH2:5][CH2:4]1.[N-:6]=[N+:7]=[N-:8].[Na+].[N-]=[N+]=[N-].[NH2:13][C:14]1[C:15]2[C:37]([C:39]#[CH:40])([CH3:38])[C:36](=[O:41])[NH:35][C:16]=2[N:17]=[C:18]([C:20]2[C:28]3[C:23](=[N:24][CH:25]=[CH:26][CH:27]=3)[N:22]([CH2:29][CH2:30][C:31]([F:34])([F:33])[F:32])[N:21]=2)[N:19]=1.O=C1O[C@H]([C@H](CO)O)C([O-])=C1O.[Na+], predict the reaction product. The product is: [NH2:13][C:14]1[C:15]2[C:37]([C:39]3[N:6]=[N:7][N:8]([CH2:2][CH:3]4[CH2:5][CH2:4]4)[CH:40]=3)([CH3:38])[C:36](=[O:41])[NH:35][C:16]=2[N:17]=[C:18]([C:20]2[C:28]3[C:23](=[N:24][CH:25]=[CH:26][CH:27]=3)[N:22]([CH2:29][CH2:30][C:31]([F:33])([F:32])[F:34])[N:21]=2)[N:19]=1. (4) Given the reactants [NH:1]1[C:11]2[C:6](=[CH:7][CH:8]=[CH:9][CH:10]=2)[C:4](=[O:5])[C:2]1=[O:3].[F:12][C:13]([F:17])([F:16])[CH2:14]I, predict the reaction product. The product is: [F:12][C:13]([F:17])([F:16])[CH2:14][N:1]1[C:11]2[C:6](=[CH:7][CH:8]=[CH:9][CH:10]=2)[C:4](=[O:5])[C:2]1=[O:3]. (5) The product is: [CH3:1][O:2][C:3]1[CH:10]=[CH:9][C:6]([CH2:7][N:17]2[CH2:18][CH2:19][CH:14]([C:13]([O:12][CH3:11])=[O:20])[CH2:15][CH2:16]2)=[CH:5][CH:4]=1. Given the reactants [CH3:1][O:2][C:3]1[CH:10]=[CH:9][C:6]([CH2:7]Cl)=[CH:5][CH:4]=1.[CH3:11][O:12][C:13](=[O:20])[CH:14]1[CH2:19][CH2:18][NH:17][CH2:16][CH2:15]1.C(N(CC)CC)C.C(=O)([O-])O.[Na+], predict the reaction product.